Dataset: Catalyst prediction with 721,799 reactions and 888 catalyst types from USPTO. Task: Predict which catalyst facilitates the given reaction. Reactant: Cl[C:2]1[C:7](C2C=CC=CC=2)=[N:6][NH:5][C:4](=[O:14])[CH:3]=1.[C:15]([O-])([O-])=[O:16].[K+].[K+].Br[CH2:22][C:23]1[CH:28]=[CH:27][C:26]([O:29][CH3:30])=[CH:25][CH:24]=1.CCOC(C)=O. Product: [CH3:15][O:16][C:2]1[CH:7]=[N:6][N:5]([CH2:22][C:23]2[CH:28]=[CH:27][C:26]([O:29][CH3:30])=[CH:25][CH:24]=2)[C:4](=[O:14])[CH:3]=1. The catalyst class is: 163.